This data is from Full USPTO retrosynthesis dataset with 1.9M reactions from patents (1976-2016). The task is: Predict the reactants needed to synthesize the given product. (1) Given the product [NH:1]1[C:5]2[CH:6]=[CH:7][CH:8]=[CH:9][C:4]=2[N:3]=[C:2]1[C:10]1[CH:22]=[CH:21][CH:20]=[C:19]2[C:11]=1[C:12]1[CH:13]=[CH:14][C:15]([Br:25])=[CH:16][C:17]=1[CH:18]2[NH2:23], predict the reactants needed to synthesize it. The reactants are: [NH:1]1[C:5]2[CH:6]=[CH:7][CH:8]=[CH:9][C:4]=2[N:3]=[C:2]1[C:10]1[CH:22]=[CH:21][CH:20]=[C:19]2[C:11]=1[C:12]1[CH:13]=[CH:14][C:15]([Br:25])=[CH:16][C:17]=1[C:18]2=[N:23]O.C(O)C.C(O)(=O)C. (2) Given the product [Cl:30][C:28]1[CH:29]=[C:24]([N:14]([CH2:13][C:12]2[CH:21]=[CH:22][C:9]([O:8][CH3:7])=[CH:10][CH:11]=2)[C:15]2[CH:20]=[CH:19][CH:18]=[CH:17][CH:16]=2)[C:25]2[N:26]([CH:31]=[CH:32][N:33]=2)[N:27]=1, predict the reactants needed to synthesize it. The reactants are: CC(C)([O-])C.[K+].[CH3:7][O:8][C:9]1[CH:22]=[CH:21][C:12]([CH2:13][NH:14][C:15]2[CH:20]=[CH:19][CH:18]=[CH:17][CH:16]=2)=[CH:11][CH:10]=1.Br[C:24]1[C:25]2[N:26]([CH:31]=[CH:32][N:33]=2)[N:27]=[C:28]([Cl:30])[CH:29]=1. (3) The reactants are: Cl.C(OC([N:9]1[CH2:21][C:12]2=[C:13]3[N:18]([N:19]=[C:11]2[CH2:10]1)[CH:17]=[C:16]([Cl:20])[CH:15]=[N:14]3)=O)(C)(C)C.C(#N)C. Given the product [ClH:20].[Cl:20][C:16]1[CH:15]=[N:14][C:13]2[N:18]([N:19]=[C:11]3[CH2:10][NH:9][CH2:21][C:12]3=2)[CH:17]=1, predict the reactants needed to synthesize it. (4) Given the product [Br:1][C:2]1[CH:7]=[CH:6][C:5]([CH2:8][C:11]#[N:12])=[C:4]([F:10])[CH:3]=1, predict the reactants needed to synthesize it. The reactants are: [Br:1][C:2]1[CH:7]=[CH:6][C:5]([CH2:8]Br)=[C:4]([F:10])[CH:3]=1.[C-:11]#[N:12].[Na+].O.C([O-])(O)=O.[Na+]. (5) The reactants are: [OH:1][CH:2]1[CH2:6][NH:5][C@H:4]([C:7]([OH:9])=[O:8])[CH2:3]1.O.C(N(CC)CC)C.[CH3:18][C:19]1[CH:24]=[CH:23][CH:22]=[CH:21][C:20]=1[C:25]1[CH:30]=[CH:29][C:28]([C:31](Cl)=[O:32])=[CH:27][CH:26]=1. Given the product [OH:1][C@H:2]1[CH2:6][N:5]([C:31]([C:28]2[CH:27]=[CH:26][C:25]([C:20]3[CH:21]=[CH:22][CH:23]=[CH:24][C:19]=3[CH3:18])=[CH:30][CH:29]=2)=[O:32])[C@H:4]([C:7]([OH:9])=[O:8])[CH2:3]1, predict the reactants needed to synthesize it. (6) Given the product [Br:1][C:2]1[CH:3]=[C:4]([O:13][CH:14]([CH2:16][CH3:17])[CH3:15])[C:5]([CH3:12])=[C:6]([CH:11]=1)[C:7]([OH:9])=[O:8], predict the reactants needed to synthesize it. The reactants are: [Br:1][C:2]1[CH:3]=[C:4]([O:13][CH:14]([CH2:16][CH3:17])[CH3:15])[C:5]([CH3:12])=[C:6]([CH:11]=1)[C:7]([O:9]C)=[O:8].[OH-].[Na+].Cl. (7) Given the product [I:1][C:14]1[C:13]([CH:21]([CH3:23])[CH3:22])=[C:12]([C:10]([O:9][C:5]([CH3:8])([CH3:7])[CH3:6])=[O:11])[NH:16][C:15]=1[CH3:17], predict the reactants needed to synthesize it. The reactants are: [I:1]I.[I-].[Na+].[C:5]([O:9][C:10]([C:12]1[NH:16][C:15]([CH3:17])=[C:14](C(O)=O)[C:13]=1[CH:21]([CH3:23])[CH3:22])=[O:11])([CH3:8])([CH3:7])[CH3:6].C(=O)(O)[O-].[Na+].ClC(Cl)C.O. (8) Given the product [Cl:1][C:2]1[S:6][C:5]([S:7]([NH:10][CH:11]2[CH2:12][O:13][C:19]([CH3:20])([CH3:18])[O:15][CH2:14]2)(=[O:9])=[O:8])=[CH:4][CH:3]=1, predict the reactants needed to synthesize it. The reactants are: [Cl:1][C:2]1[S:6][C:5]([S:7]([NH:10][CH:11]([CH2:14][OH:15])[CH2:12][OH:13])(=[O:9])=[O:8])=[CH:4][CH:3]=1.CO[CH:18](OC)[C:19](=O)[CH3:20].O.C1(C)C=CC(S(O)(=O)=O)=CC=1.C([O-])(O)=O.[Na+].